From a dataset of hERG Central: cardiac toxicity at 1µM, 10µM, and general inhibition. Predict hERG channel inhibition at various concentrations. (1) The compound is CCC(=O)c1ccc(OCC(O)CN2CCN(c3cccc(C(F)(F)F)c3)CC2)cc1. Results: hERG_inhib (hERG inhibition (general)): blocker. (2) The compound is CCN1CCN(c2nc(-c3ccccc3)c3ccccc3n2)CC1. Results: hERG_inhib (hERG inhibition (general)): blocker. (3) The molecule is CNC(=O)c1cc2c(=O)n3cccc(C)c3nc2n(C(C)C)c1=N. Results: hERG_inhib (hERG inhibition (general)): blocker.